Dataset: Forward reaction prediction with 1.9M reactions from USPTO patents (1976-2016). Task: Predict the product of the given reaction. (1) Given the reactants [CH2:1]([N:8]1[CH2:15][CH2:14][CH2:13][CH2:12][CH2:11][C@H:10]([NH:16]C(=O)OC(C)(C)C)[C:9]1=[O:24])[C:2]1[CH:7]=[CH:6][CH:5]=[CH:4][CH:3]=1.[C:25]([OH:31])([C:27]([F:30])([F:29])[F:28])=[O:26], predict the reaction product. The product is: [F:28][C:27]([F:30])([F:29])[C:25]([OH:31])=[O:26].[NH2:16][C@H:10]1[CH2:11][CH2:12][CH2:13][CH2:14][CH2:15][N:8]([CH2:1][C:2]2[CH:7]=[CH:6][CH:5]=[CH:4][CH:3]=2)[C:9]1=[O:24]. (2) Given the reactants [Cl:1][CH2:2][CH2:3][C:4]1[CH:9]=[CH:8][C:7]([C:10]2[C:14]([C:15]([O:17]C)=[O:16])=[CH:13][O:12][N:11]=2)=[CH:6][CH:5]=1.O.[OH-].[Li+], predict the reaction product. The product is: [Cl:1][CH2:2][CH2:3][C:4]1[CH:5]=[CH:6][C:7]([C:10]2[C:14]([C:15]([OH:17])=[O:16])=[CH:13][O:12][N:11]=2)=[CH:8][CH:9]=1. (3) Given the reactants [Cl:1][C:2]1[CH:7]=[CH:6][CH:5]=[C:4]([CH2:8][CH2:9][CH2:10]O)[C:3]=1[OH:12].C1(P(C2C=CC=CC=2)C2C=CC=CC=2)C=CC=CC=1, predict the reaction product. The product is: [Cl:1][C:2]1[C:3]2[O:12][CH2:10][CH2:9][CH2:8][C:4]=2[CH:5]=[CH:6][CH:7]=1. (4) Given the reactants [CH3:1][CH:2]([O:4][C:5]1[CH:6]=[C:7]([CH:16]=[C:17]([O:19]CC2C=CC=CC=2)[CH:18]=1)[C:8]([NH:10][C:11]1[S:12][CH:13]=[CH:14][N:15]=1)=[O:9])[CH3:3].C1(SC)C=CC=CC=1, predict the reaction product. The product is: [OH:19][C:17]1[CH:16]=[C:7]([CH:6]=[C:5]([O:4][CH:2]([CH3:3])[CH3:1])[CH:18]=1)[C:8]([NH:10][C:11]1[S:12][CH:13]=[CH:14][N:15]=1)=[O:9]. (5) Given the reactants C[N:2]([CH2:10][C:11]1[CH:15]=[C:14]([C:16]2[CH:21]=[CH:20][CH:19]=[CH:18][CH:17]=2)[NH:13][CH:12]=1)[C:3](=O)OC(C)(C)C.[H-].[Na+].[O:24]1[C:28]2[CH:29]=[CH:30][C:31]([S:33](Cl)(=[O:35])=[O:34])=[CH:32][C:27]=2[CH2:26][CH2:25]1, predict the reaction product. The product is: [O:24]1[C:28]2[CH:29]=[CH:30][C:31]([S:33]([N:13]3[C:14]([C:16]4[CH:17]=[CH:18][CH:19]=[CH:20][CH:21]=4)=[CH:15][C:11]([CH2:10][NH:2][CH3:3])=[CH:12]3)(=[O:35])=[O:34])=[CH:32][C:27]=2[CH2:26][CH2:25]1.